Dataset: Peptide-MHC class II binding affinity with 134,281 pairs from IEDB. Task: Regression. Given a peptide amino acid sequence and an MHC pseudo amino acid sequence, predict their binding affinity value. This is MHC class II binding data. The peptide sequence is AMYMALIAAFSIRPGK. The MHC is DRB4_0103 with pseudo-sequence DRB4_0103. The binding affinity (normalized) is 0.554.